This data is from NCI-60 drug combinations with 297,098 pairs across 59 cell lines. The task is: Regression. Given two drug SMILES strings and cell line genomic features, predict the synergy score measuring deviation from expected non-interaction effect. (1) Drug 1: C1=CC(=C2C(=C1NCCNCCO)C(=O)C3=C(C=CC(=C3C2=O)O)O)NCCNCCO. Drug 2: CC1=C(C=C(C=C1)C(=O)NC2=CC(=CC(=C2)C(F)(F)F)N3C=C(N=C3)C)NC4=NC=CC(=N4)C5=CN=CC=C5. Cell line: UACC-257. Synergy scores: CSS=3.07, Synergy_ZIP=0.0163, Synergy_Bliss=3.04, Synergy_Loewe=-3.52, Synergy_HSA=-0.559. (2) Drug 1: CS(=O)(=O)CCNCC1=CC=C(O1)C2=CC3=C(C=C2)N=CN=C3NC4=CC(=C(C=C4)OCC5=CC(=CC=C5)F)Cl. Drug 2: C1CN1C2=NC(=NC(=N2)N3CC3)N4CC4. Cell line: MDA-MB-435. Synergy scores: CSS=7.16, Synergy_ZIP=-1.51, Synergy_Bliss=3.41, Synergy_Loewe=-1.71, Synergy_HSA=1.10. (3) Drug 1: CC12CCC(CC1=CCC3C2CCC4(C3CC=C4C5=CN=CC=C5)C)O. Drug 2: C1CCC(CC1)NC(=O)N(CCCl)N=O. Cell line: 786-0. Synergy scores: CSS=31.3, Synergy_ZIP=5.50, Synergy_Bliss=7.86, Synergy_Loewe=4.97, Synergy_HSA=8.56.